This data is from Reaction yield outcomes from USPTO patents with 853,638 reactions. The task is: Predict the reaction yield, written as a fraction of the theoretical maximum amount of product (1.0 means a 100% yield; for example, 0.34 means a 34% yield). (1) The reactants are Br[C:2]1[S:6][C:5]([S:7]([N:10]2[CH2:15][CH2:14][N:13]([C:16]([C:18]3[CH:23]=[CH:22][CH:21]=[CH:20][CH:19]=3)=[O:17])[CH2:12][CH:11]2[CH3:24])(=[O:9])=[O:8])=[CH:4][CH:3]=1.[NH:25]1[CH:29]=[N:28][CH:27]=[N:26]1.[OH-].[K+].CCOC(C)=O.CCCCCC. The catalyst is CO. The product is [CH3:24][CH:11]1[N:10]([S:7]([C:5]2[S:6][C:2]([N:25]3[CH:29]=[N:28][CH:27]=[N:26]3)=[CH:3][CH:4]=2)(=[O:9])=[O:8])[CH2:15][CH2:14][N:13]([C:16]([C:18]2[CH:23]=[CH:22][CH:21]=[CH:20][CH:19]=2)=[O:17])[CH2:12]1. The yield is 0.270. (2) The reactants are Cl.[CH:2]([CH:15]1[C:20](=[O:21])[CH2:19][CH2:18][NH:17][CH2:16]1)([C:9]1[CH:14]=[CH:13][CH:12]=[CH:11][CH:10]=1)[C:3]1[CH:8]=[CH:7][CH:6]=[CH:5][CH:4]=1.[C:22]([C:26]1[C:27]([O:38][CH3:39])=[C:28]([CH:31]=[C:32]([C:34]([CH3:37])([CH3:36])[CH3:35])[CH:33]=1)[CH2:29]O)([CH3:25])([CH3:24])[CH3:23].C(N(C(C)C)CC)(C)C.ClCCl. The catalyst is O. The product is [CH:2]([CH:15]1[C:20](=[O:21])[CH2:19][CH2:18][N:17]([CH2:29][C:28]2[CH:31]=[C:32]([C:34]([CH3:37])([CH3:35])[CH3:36])[CH:33]=[C:26]([C:22]([CH3:25])([CH3:24])[CH3:23])[C:27]=2[O:38][CH3:39])[CH2:16]1)([C:9]1[CH:14]=[CH:13][CH:12]=[CH:11][CH:10]=1)[C:3]1[CH:4]=[CH:5][CH:6]=[CH:7][CH:8]=1. The yield is 0.320. (3) The reactants are [CH2:1]([CH:3]([C:6]1[C:7]2[N:8]([C:13]([C:17]3[S:21][C:20]([C:22](O)=[O:23])=[CH:19][C:18]=3[CH3:25])=[C:14]([CH3:16])[N:15]=2)[N:9]=[C:10]([CH3:12])[CH:11]=1)[CH2:4][CH3:5])[CH3:2].[CH3:26][NH:27][CH3:28]. No catalyst specified. The product is [CH3:26][N:27]([CH3:28])[C:22]([C:20]1[S:21][C:17]([C:13]2[N:8]3[N:9]=[C:10]([CH3:12])[CH:11]=[C:6]([CH:3]([CH2:4][CH3:5])[CH2:1][CH3:2])[C:7]3=[N:15][C:14]=2[CH3:16])=[C:18]([CH3:25])[CH:19]=1)=[O:23]. The yield is 1.00. (4) The reactants are Cl.[Cl:2][C:3]1[CH:21]=[CH:20][C:6]([CH2:7][C:8]2[C:9]([CH3:19])=[N:10][CH:11]=[N:12][C:13]=2[C@H:14]2[CH2:18][CH2:17][CH2:16][NH:15]2)=[CH:5][CH:4]=1.C(N(CC)C(C)C)(C)C.[N:31]([C:34]1[C:35]([CH3:40])=[N:36][O:37][C:38]=1[CH3:39])=[C:32]=[O:33]. The catalyst is ClCCl. The product is [Cl:2][C:3]1[CH:21]=[CH:20][C:6]([CH2:7][C:8]2[C:13]([C@H:14]3[CH2:18][CH2:17][CH2:16][N:15]3[C:32]([NH:31][C:34]3[C:35]([CH3:40])=[N:36][O:37][C:38]=3[CH3:39])=[O:33])=[N:12][CH:11]=[N:10][C:9]=2[CH3:19])=[CH:5][CH:4]=1. The yield is 0.278. (5) The reactants are [O:1]1[C:10]2[C:5](=[CH:6][CH:7]=[CH:8][CH:9]=2)[CH2:4][CH2:3][CH:2]1[C:11]([OH:13])=O.C(N(CC)C(C)C)(C)C.F[B-](F)(F)F.N1(OC(N(C)C)=[N+](C)C)C2C=CC=CC=2N=N1.[NH2:45][C:46]1[N:47]=[C:48]([N:57]2[CH2:62][CH2:61][NH:60][CH2:59][CH2:58]2)[C:49]2[N:55]=[C:54]([Cl:56])[CH:53]=[CH:52][C:50]=2[N:51]=1. The catalyst is O1CCOCC1. The product is [NH2:45][C:46]1[N:47]=[C:48]([N:57]2[CH2:58][CH2:59][N:60]([C:11]([CH:2]3[CH2:3][CH2:4][C:5]4[C:10](=[CH:9][CH:8]=[CH:7][CH:6]=4)[O:1]3)=[O:13])[CH2:61][CH2:62]2)[C:49]2[N:55]=[C:54]([Cl:56])[CH:53]=[CH:52][C:50]=2[N:51]=1. The yield is 0.730. (6) The reactants are [NH2:1][CH2:2][C:3]1[CH:8]=[CH:7][O:6][CH2:5][CH:4]=1.[CH2:9]([N:11]([C:15]1[CH:20]=[CH:19][C:18](F)=[C:17]([N+:22]([O-:24])=[O:23])[CH:16]=1)[C:12](=[O:14])[CH3:13])[CH3:10].C(=O)([O-])[O-].[Na+].[Na+]. The catalyst is CCO. The product is [CH2:9]([N:11]([C:15]1[CH:20]=[CH:19][C:18]([NH:1][CH2:2][CH:3]2[CH2:4][CH2:5][O:6][CH2:7][CH2:8]2)=[C:17]([N+:22]([O-:24])=[O:23])[CH:16]=1)[C:12](=[O:14])[CH3:13])[CH3:10]. The yield is 0.850. (7) The yield is 0.820. The catalyst is C1COCC1. The product is [CH:36]1([C:34]([C:28]2[C:27]([CH3:26])=[C:32]([Cl:33])[CH:31]=[CH:30][N:29]=2)=[CH:2][O:3][CH3:4])[CH2:38][CH2:37]1. The reactants are [Cl-].[CH3:2][O:3][CH2:4][P+](C1C=CC=CC=1)(C1C=CC=CC=1)C1C=CC=CC=1.[H-].[Na+].[CH3:26][C:27]1[C:28]([C:34]([CH:36]2[CH2:38][CH2:37]2)=O)=[N:29][CH:30]=[CH:31][C:32]=1[Cl:33].